This data is from Reaction yield outcomes from USPTO patents with 853,638 reactions. The task is: Predict the reaction yield, written as a fraction of the theoretical maximum amount of product (1.0 means a 100% yield; for example, 0.34 means a 34% yield). The reactants are [NH2:1][C:2]1[CH:7]=[C:6]([C:8]#[N:9])[CH:5]=[CH:4][C:3]=1[S:10]([NH2:13])(=[O:12])=[O:11].[Cl:14][C:15]1[CH:16]=[C:17](/[CH:22]=[CH:23]/[S:24](Cl)(=[O:26])=[O:25])[CH:18]=[CH:19][C:20]=1[Cl:21]. No catalyst specified. The product is [C:8]([C:6]1[CH:5]=[CH:4][C:3]([S:10]([NH2:13])(=[O:11])=[O:12])=[C:2]([NH:1][S:24](/[CH:23]=[CH:22]/[C:17]2[CH:18]=[CH:19][C:20]([Cl:21])=[C:15]([Cl:14])[CH:16]=2)(=[O:26])=[O:25])[CH:7]=1)#[N:9]. The yield is 0.570.